Dataset: Forward reaction prediction with 1.9M reactions from USPTO patents (1976-2016). Task: Predict the product of the given reaction. (1) Given the reactants [I:1][C:2]1[CH:3]=[C:4]([CH3:9])[C:5](N)=[N:6][CH:7]=1.[Br:10]Br.N([O-])=O.[Na+], predict the reaction product. The product is: [Br:10][C:5]1[C:4]([CH3:9])=[CH:3][C:2]([I:1])=[CH:7][N:6]=1. (2) Given the reactants O.CC(C)([O-])C.[K+].[CH:8]1([CH2:11][O:12][C:13]2[CH:18]=[CH:17][C:16]([C:19]3[C:27]4[C:22](=[CH:23][CH:24]=[C:25]([O:28][CH2:29][CH3:30])[CH:26]=4)[N:21]([CH2:31][C:32]4[CH:37]=[CH:36][CH:35]=[C:34]([O:38][CH3:39])[CH:33]=4)[C:20]=3[C:40]([O:42]CC)=[O:41])=[CH:15][CH:14]=2)[CH2:10][CH2:9]1.Cl, predict the reaction product. The product is: [CH:8]1([CH2:11][O:12][C:13]2[CH:18]=[CH:17][C:16]([C:19]3[C:27]4[C:22](=[CH:23][CH:24]=[C:25]([O:28][CH2:29][CH3:30])[CH:26]=4)[N:21]([CH2:31][C:32]4[CH:37]=[CH:36][CH:35]=[C:34]([O:38][CH3:39])[CH:33]=4)[C:20]=3[C:40]([OH:42])=[O:41])=[CH:15][CH:14]=2)[CH2:10][CH2:9]1.